This data is from Full USPTO retrosynthesis dataset with 1.9M reactions from patents (1976-2016). The task is: Predict the reactants needed to synthesize the given product. (1) Given the product [CH3:1][O:2][C:3](=[O:32])[C:4]1[CH:9]=[CH:8][C:7]([O:10][CH2:11][CH2:12][CH2:13][O:43]/[N:42]=[CH:41]/[C:40]2[CH:44]=[CH:45][C:37]([C:33]([CH3:36])([CH3:35])[CH3:34])=[CH:38][CH:39]=2)=[CH:6][C:5]=1[NH:15][C:16](=[O:31])[C:17]1[CH:22]=[C:21]([C:23]([F:26])([F:25])[F:24])[CH:20]=[C:19]([C:27]([F:30])([F:29])[F:28])[CH:18]=1, predict the reactants needed to synthesize it. The reactants are: [CH3:1][O:2][C:3](=[O:32])[C:4]1[CH:9]=[CH:8][C:7]([O:10][CH2:11][CH2:12][CH2:13]Br)=[CH:6][C:5]=1[NH:15][C:16](=[O:31])[C:17]1[CH:22]=[C:21]([C:23]([F:26])([F:25])[F:24])[CH:20]=[C:19]([C:27]([F:30])([F:29])[F:28])[CH:18]=1.[C:33]([C:37]1[CH:45]=[CH:44][C:40]([CH:41]=[N:42][OH:43])=[CH:39][CH:38]=1)([CH3:36])([CH3:35])[CH3:34].C(=O)([O-])[O-].[Cs+].[Cs+]. (2) Given the product [C@@H:16]1([OH:17])[C@@H:15]([OH:23])[C@H:26]([OH:27])[C@@H:28]([OH:29])[C@@H:19]([OH:21])[C@H:18]1[OH:4], predict the reactants needed to synthesize it. The reactants are: N1(C(=O)C2N(C)C=NC=2N(C)C1=[O:4])C.[C:15]([OH:23])(=O)[CH:16]([CH2:18][C:19]([OH:21])=O)[OH:17].C(O)(=O)C[C:26](CC(O)=O)([C:28](O)=[O:29])[OH:27].C([O-])(=O)CC(CC([O-])=O)(C([O-])=O)O.[Na+].[Na+].[Na+]. (3) The reactants are: [F:1][C:2]([F:7])([F:6])[C:3]([OH:5])=[O:4].[CH2:8]([N:12]1[C:16]2[C:17](=[O:22])[N:18]([CH3:21])[N:19]=[CH:20][C:15]=2[N:14]=[C:13]1[N:23]1[CH2:28][CH2:27][N:26](C(OC(C)(C)C)=O)[CH2:25][CH2:24]1)[C:9]#[C:10][CH3:11]. Given the product [F:1][C:2]([F:7])([F:6])[C:3]([OH:5])=[O:4].[CH2:8]([N:12]1[C:16]2[C:17](=[O:22])[N:18]([CH3:21])[N:19]=[CH:20][C:15]=2[N:14]=[C:13]1[N:23]1[CH2:24][CH2:25][NH:26][CH2:27][CH2:28]1)[C:9]#[C:10][CH3:11], predict the reactants needed to synthesize it. (4) The reactants are: Cl[C:2]1[C:7]([N:8]([CH3:25])[C:9](=[O:24])[C:10]2[CH:15]=[C:14]([C:16]([F:19])([F:18])[F:17])[CH:13]=[C:12]([S:20]([CH3:23])(=[O:22])=[O:21])[CH:11]=2)=[C:6]([C:26]2[CH:31]=[CH:30][C:29]([F:32])=[CH:28][C:27]=2[O:33][CH3:34])[CH:5]=[CH:4][N:3]=1.[Cl-].C[Zn+].[CH3:38]N1CCN(C)C1=O.C(O)(=O)CC(CC(O)=O)(C(O)=O)O. Given the product [F:32][C:29]1[CH:30]=[CH:31][C:26]([C:6]2[CH:5]=[CH:4][N:3]=[C:2]([CH3:38])[C:7]=2[N:8]([CH3:25])[C:9](=[O:24])[C:10]2[CH:15]=[C:14]([C:16]([F:19])([F:18])[F:17])[CH:13]=[C:12]([S:20]([CH3:23])(=[O:22])=[O:21])[CH:11]=2)=[C:27]([O:33][CH3:34])[CH:28]=1, predict the reactants needed to synthesize it. (5) Given the product [NH2:11][C:8]1[CH:9]=[CH:10][C:3]([Cl:2])=[C:4]([CH:7]=1)[C:5]#[N:6], predict the reactants needed to synthesize it. The reactants are: Cl.[Cl:2][C:3]1[CH:10]=[CH:9][C:8]([N+:11]([O-])=O)=[CH:7][C:4]=1[C:5]#[N:6].O.O.Cl[Sn]Cl.[OH-].[Na+].